This data is from Forward reaction prediction with 1.9M reactions from USPTO patents (1976-2016). The task is: Predict the product of the given reaction. (1) Given the reactants [OH-].[K+].[NH:3]1[C:11]2[C:6](=[CH:7][CH:8]=[CH:9][CH:10]=2)[CH:5]=[CH:4]1.Cl.[CH2:13]([N:20]1[CH2:25][CH2:24][CH2:23][C:22](=O)[CH2:21]1)[C:14]1[CH:19]=[CH:18][CH:17]=[CH:16][CH:15]=1.O, predict the reaction product. The product is: [CH2:13]([N:20]1[CH2:25][CH2:24][CH:23]=[C:22]([C:5]2[C:6]3[C:11](=[CH:10][CH:9]=[CH:8][CH:7]=3)[NH:3][CH:4]=2)[CH2:21]1)[C:14]1[CH:19]=[CH:18][CH:17]=[CH:16][CH:15]=1. (2) Given the reactants [NH2:1][C:2]1[C:7]([C:8]2[CH:13]=[CH:12][CH:11]=[C:10]([F:14])[CH:9]=2)=[C:6]([C:15](=[O:17])[CH3:16])[CH:5]=[C:4]([Cl:18])[C:3]=1[CH3:19].Cl[CH2:21][CH2:22][CH2:23][C:24](Cl)=[O:25].CC(C)([O-])C.[K+], predict the reaction product. The product is: [C:15]([C:6]1[C:7]([C:8]2[CH:13]=[CH:12][CH:11]=[C:10]([F:14])[CH:9]=2)=[C:2]([N:1]2[CH2:21][CH2:22][CH2:23][C:24]2=[O:25])[C:3]([CH3:19])=[C:4]([Cl:18])[CH:5]=1)(=[O:17])[CH3:16]. (3) Given the reactants [CH3:1][O:2][C:3]1[C:8]2[C:9]([C:31]3[CH:32]=[N:33][NH:34][CH:35]=3)=[N:10][N:11](C(C3C=CC=CC=3)(C3C=CC=CC=3)C3C=CC=CC=3)[C:7]=2[CH:6]=[CH:5][N:4]=1.CS(O[CH:41]1[CH2:45][CH2:44][O:43][CH2:42]1)(=O)=O, predict the reaction product. The product is: [O:43]1[CH2:44][CH2:45][CH:1]([O:2][C:3]2[C:8]3[C:9]([C:31]4[CH:35]=[N:34][N:33]([CH:45]5[CH2:41][CH2:42][O:43][CH2:44]5)[CH:32]=4)=[N:10][NH:11][C:7]=3[CH:6]=[CH:5][N:4]=2)[CH2:41][CH2:42]1. (4) Given the reactants [O:1]=[S:2]1(=[O:23])[C:19]2[C:14](=[CH:15][CH:16]=[CH:17][CH:18]=2)[C:13]2[C:4](=[C:5]3[C:10](=[CH:11][CH:12]=2)[C:9]([C:20]([OH:22])=O)=[CH:8][CH:7]=[N:6]3)[NH:3]1.[CH3:24][CH2:25][N:26]=C=NCCCN(C)C.Cl.[CH:36]1[CH:37]=[CH:38][C:39]2N(O)N=[N:42][C:40]=2C=1.CCN(C(C)C)C(C)C, predict the reaction product. The product is: [N:42]1([CH2:24][CH2:25][NH:26][C:20]([C:9]2[C:10]3[C:5](=[C:4]4[C:13](=[CH:12][CH:11]=3)[C:14]3[C:19](=[CH:18][CH:17]=[CH:16][CH:15]=3)[S:2](=[O:1])(=[O:23])[NH:3]4)[N:6]=[CH:7][CH:8]=2)=[O:22])[CH2:36][CH2:37][CH2:38][CH2:39][CH2:40]1. (5) Given the reactants [CH2:1]([O:8][C:9]1[CH:14]=[CH:13][C:12]([C:15]2[CH:19]=[C:18]([CH2:20]OS(C)(=O)=O)[O:17][N:16]=2)=[CH:11][CH:10]=1)[C:2]1[CH:7]=[CH:6][CH:5]=[CH:4][CH:3]=1.[OH:26][CH:27]1[CH2:32][CH2:31][NH:30][CH2:29][CH2:28]1.C(=O)([O-])[O-].[K+].[K+], predict the reaction product. The product is: [CH2:1]([O:8][C:9]1[CH:10]=[CH:11][C:12]([C:15]2[CH:19]=[C:18]([CH2:20][N:30]3[CH2:31][CH2:32][CH:27]([OH:26])[CH2:28][CH2:29]3)[O:17][N:16]=2)=[CH:13][CH:14]=1)[C:2]1[CH:3]=[CH:4][CH:5]=[CH:6][CH:7]=1. (6) Given the reactants Cl[C:2]1[C:3]2[N:10]([CH3:11])[CH:9]=[CH:8][C:4]=2[N:5]=[CH:6][N:7]=1.[Cl:12][C:13]1[CH:14]=[C:15]([CH:17]=[CH:18][C:19]=1[O:20][C:21]1[CH:29]=[CH:28][CH:27]=[C:26]2[C:22]=1[CH:23]=[CH:24][NH:25]2)[NH2:16].C(=O)([O-])O.[Na+], predict the reaction product. The product is: [Cl:12][C:13]1[CH:14]=[C:15]([NH:16][C:2]2[C:3]3[N:10]([CH3:11])[CH:9]=[CH:8][C:4]=3[N:5]=[CH:6][N:7]=2)[CH:17]=[CH:18][C:19]=1[O:20][C:21]1[CH:29]=[CH:28][CH:27]=[C:26]2[C:22]=1[CH:23]=[CH:24][NH:25]2. (7) The product is: [C:1]([CH:3]([CH2:4][OH:5])[CH2:9][C:10]1[CH:15]=[CH:14][C:13]([O:16][CH2:17][CH2:18][C:19]2[CH:24]=[CH:23][C:22]([NH:25][C:26](=[O:30])[CH:27]([CH3:29])[CH3:28])=[CH:21][CH:20]=2)=[CH:12][CH:11]=1)#[N:2]. Given the reactants [C:1]([CH:3]([CH2:9][C:10]1[CH:15]=[CH:14][C:13]([O:16][CH2:17][CH2:18][C:19]2[CH:24]=[CH:23][C:22]([NH:25][C:26](=[O:30])[CH:27]([CH3:29])[CH3:28])=[CH:21][CH:20]=2)=[CH:12][CH:11]=1)[C:4](OCC)=[O:5])#[N:2].[BH4-].[Na+], predict the reaction product.